From a dataset of NCI-60 drug combinations with 297,098 pairs across 59 cell lines. Regression. Given two drug SMILES strings and cell line genomic features, predict the synergy score measuring deviation from expected non-interaction effect. (1) Drug 1: C1=CC(=CC=C1CCCC(=O)O)N(CCCl)CCCl. Drug 2: CC1CCC2CC(C(=CC=CC=CC(CC(C(=O)C(C(C(=CC(C(=O)CC(OC(=O)C3CCCCN3C(=O)C(=O)C1(O2)O)C(C)CC4CCC(C(C4)OC)O)C)C)O)OC)C)C)C)OC. Cell line: NCIH23. Synergy scores: CSS=54.1, Synergy_ZIP=-6.77, Synergy_Bliss=-5.80, Synergy_Loewe=-1.19, Synergy_HSA=-0.0216. (2) Drug 1: CC1=C(C=C(C=C1)NC(=O)C2=CC=C(C=C2)CN3CCN(CC3)C)NC4=NC=CC(=N4)C5=CN=CC=C5. Drug 2: CC(C)(C#N)C1=CC(=CC(=C1)CN2C=NC=N2)C(C)(C)C#N. Cell line: SR. Synergy scores: CSS=6.26, Synergy_ZIP=4.07, Synergy_Bliss=5.00, Synergy_Loewe=4.79, Synergy_HSA=1.89. (3) Drug 1: CN(C)N=NC1=C(NC=N1)C(=O)N. Drug 2: C1=NC2=C(N1)C(=S)N=CN2. Cell line: HCC-2998. Synergy scores: CSS=2.61, Synergy_ZIP=-9.97, Synergy_Bliss=-18.2, Synergy_Loewe=-41.1, Synergy_HSA=-18.5.